This data is from Forward reaction prediction with 1.9M reactions from USPTO patents (1976-2016). The task is: Predict the product of the given reaction. (1) The product is: [CH3:19][N:20]([CH3:21])[C:11]([C:9]1[N:8]([CH:14]2[CH2:18][CH2:17][CH2:16][CH2:15]2)[C:6]2[N:7]=[C:2]([Cl:1])[N:3]=[CH:4][C:5]=2[CH:10]=1)=[O:13]. Given the reactants [Cl:1][C:2]1[N:3]=[CH:4][C:5]2[CH:10]=[C:9]([C:11]([OH:13])=O)[N:8]([CH:14]3[CH2:18][CH2:17][CH2:16][CH2:15]3)[C:6]=2[N:7]=1.[CH3:19][N:20](C(ON1N=NC2C=CC=CC1=2)=[N+](C)C)[CH3:21].F[P-](F)(F)(F)(F)F.C(N(C(C)C)CC)(C)C.CNC.C(O)C, predict the reaction product. (2) Given the reactants COC1C=CC(C[N:8]2[C:16]3[C:11](=[CH:12][CH:13]=[C:14]([N:17]4[CH2:22][CH2:21][NH:20][CH2:19][CH2:18]4)[CH:15]=3)[C:10]([CH2:23][CH3:24])=[N:9]2)=CC=1.C(Cl)Cl.CO, predict the reaction product. The product is: [CH2:23]([C:10]1[C:11]2[C:16](=[CH:15][C:14]([N:17]3[CH2:18][CH2:19][NH:20][CH2:21][CH2:22]3)=[CH:13][CH:12]=2)[NH:8][N:9]=1)[CH3:24]. (3) Given the reactants Cl[C:2]([CH3:17])([CH3:16])[CH:3]([N:14]=[O:15])[CH2:4][N:5]1[CH:9]=[C:8]([CH3:10])[N:7]=[C:6]1[N+:11]([O-:13])=[O:12].[NH2:18][CH2:19][CH2:20][CH2:21][NH:22][C:23]([CH3:30])([CH3:29])[C:24](=[N:27][OH:28])[CH2:25]C.CCN(C(C)C)C(C)C, predict the reaction product. The product is: [CH3:16][C:2]([CH3:17])([NH:18][CH2:19][CH2:20][CH2:21][NH:22][C:23]([CH3:30])([CH3:29])[C:24](=[N:27][OH:28])[CH3:25])[C:3](=[N:14][OH:15])[CH2:4][N:5]1[CH:9]=[C:8]([CH3:10])[N:7]=[C:6]1[N+:11]([O-:13])=[O:12]. (4) Given the reactants [C:1]([O:5][C:6](=[O:23])[C@H:7]([NH:9][CH2:10][C:11]1[CH:12]=[C:13]([C:16]([O:18][C:19]([CH3:22])([CH3:21])[CH3:20])=[O:17])[S:14][CH:15]=1)[CH3:8])([CH3:4])([CH3:3])[CH3:2].C(N(CC)[CH:28]([CH3:30])[CH3:29])(C)C.[OH2:33], predict the reaction product. The product is: [C:1]([O:5][C:6](=[O:23])[C@H:7]([N:9]([CH2:10][C:11]1[CH:12]=[C:13]([C:16]([O:18][C:19]([CH3:22])([CH3:21])[CH3:20])=[O:17])[S:14][CH:15]=1)[C:1](=[O:5])[CH2:2][C@@H:30]1[C:28]2[C:29](=[CH:10][C:11]([OH:33])=[CH:12][CH:13]=2)[CH2:8][CH2:7][CH2:6]1)[CH3:8])([CH3:4])([CH3:2])[CH3:3]. (5) Given the reactants Cl.[NH2:2][CH2:3][C@@H:4]1[O:8][C:7](=[O:9])[N:6]([C:10]2[CH:15]=[CH:14][C:13]([N:16]3[CH2:21][CH2:20][O:19][CH2:18][C:17]3=[O:22])=[CH:12][CH:11]=2)[CH2:5]1.C(=O)([O-])[O-].[Ca+2].[Cl:28][C:29]1[S:33][C:32]([CH:34]=[O:35])=[CH:31][CH:30]=1.C(OO)(C)(C)C, predict the reaction product. The product is: [Cl:28][C:29]1[S:33][C:32]([C:34]([NH:2][CH2:3][C@@H:4]2[O:8][C:7](=[O:9])[N:6]([C:10]3[CH:15]=[CH:14][C:13]([N:16]4[CH2:21][CH2:20][O:19][CH2:18][C:17]4=[O:22])=[CH:12][CH:11]=3)[CH2:5]2)=[O:35])=[CH:31][CH:30]=1. (6) Given the reactants [C:1]1([O:7][C:8]2[CH:13]=[CH:12][C:11]([C:14]3[C:22]4[C:21](Cl)=[N:20][CH:19]=[N:18][C:17]=4[N:16]([C@H:24]4[CH2:29][CH2:28][C@H:27]([N:30]5[CH2:35][CH2:34][N:33]([CH3:36])[CH2:32][CH2:31]5)[CH2:26][CH2:25]4)[CH:15]=3)=[CH:10][C:9]=2[CH3:37])[CH:6]=[CH:5][CH:4]=[CH:3][CH:2]=1.C(O)(=O)C.COC1C=C(C2C3C(N)=NC=NC=3[N:59]([C@H]3CC[C@H](N4CCN(C)CC4)CC3)C=2)C=CC=1OC1C=CC=CC=1.CO[C@@H]1[C@@H](C(OC)=O)[C@@H]2[C@@H](CN3[C@H](C2)C2NC4C=C(OC)C=CC=4C=2CC3)C[C@H]1OC(C1C=C(OC)C(OC)=C(OC)C=1)=O, predict the reaction product. The product is: [CH3:37][C:9]1[CH:10]=[C:11]([C:14]2[C:22]3[C:21]([NH2:59])=[N:20][CH:19]=[N:18][C:17]=3[N:16]([C@H:24]3[CH2:29][CH2:28][C@H:27]([N:30]4[CH2:31][CH2:32][N:33]([CH3:36])[CH2:34][CH2:35]4)[CH2:26][CH2:25]3)[CH:15]=2)[CH:12]=[CH:13][C:8]=1[O:7][C:1]1[CH:6]=[CH:5][CH:4]=[CH:3][CH:2]=1. (7) Given the reactants Cl.[CH3:2][O:3][C:4]([C:6]1[N:7]([CH3:13])[C:8]([CH2:11]Cl)=[N:9][CH:10]=1)=[O:5].[CH3:14][NH:15][CH3:16], predict the reaction product. The product is: [CH3:2][O:3][C:4]([C:6]1[N:7]([CH3:13])[C:8]([CH2:11][N:15]([CH3:16])[CH3:14])=[N:9][CH:10]=1)=[O:5]. (8) Given the reactants [F:1][C:2]([F:17])([F:16])[C:3]([OH:15])([CH2:6][C:7]1[CH:12]=[CH:11][CH:10]=[CH:9][C:8]=1[O:13][CH3:14])[CH:4]=O.[NH2:18][C:19]1[CH:28]=[CH:27][CH:26]=[C:25]2[C:20]=1[CH:21]=[CH:22][NH:23][C:24]2=[O:29], predict the reaction product. The product is: [F:17][C:2]([F:1])([F:16])[C:3]([OH:15])([CH2:6][C:7]1[CH:12]=[CH:11][CH:10]=[CH:9][C:8]=1[O:13][CH3:14])[CH:4]=[N:18][C:19]1[CH:28]=[CH:27][CH:26]=[C:25]2[C:20]=1[CH:21]=[CH:22][NH:23][C:24]2=[O:29]. (9) Given the reactants [Cl:1][C:2]1[N:3]=[N:4][C:5]([Cl:8])=[CH:6][CH:7]=1.[Cl-:9].[Cl-].[Cl-].[Al+3].ClCl, predict the reaction product. The product is: [Cl:1][C:2]1[N:3]=[N:4][C:5]([Cl:8])=[CH:6][C:7]=1[Cl:9]. (10) Given the reactants [Na].Cl.[NH2:3][C:4]([NH2:6])=[NH:5].Cl.Cl[C:9]([C:11]1[C:19]2[C:14](=[N:15][CH:16]=[CH:17][CH:18]=2)[N:13]([C:20]2[C:29]3[C:24](=[CH:25][CH:26]=[CH:27][CH:28]=3)[CH:23]=[CH:22][N:21]=2)[CH:12]=1)=[O:10], predict the reaction product. The product is: [C:20]1([N:13]2[C:14]3=[N:15][CH:16]=[CH:17][CH:18]=[C:19]3[C:11]([C:9]([NH:5][C:4]([NH2:6])=[NH:3])=[O:10])=[CH:12]2)[C:29]2[C:24](=[CH:25][CH:26]=[CH:27][CH:28]=2)[CH:23]=[CH:22][N:21]=1.